The task is: Predict the product of the given reaction.. This data is from Forward reaction prediction with 1.9M reactions from USPTO patents (1976-2016). (1) Given the reactants [CH3:1][S:2]([NH:5][CH2:6][C:7]1[CH:15]=[CH:14][C:10]([C:11]([OH:13])=[O:12])=[CH:9][CH:8]=1)(=[O:4])=[O:3].O[CH2:17][C:18]([O:20][CH2:21][C:22]1[CH:27]=[CH:26][CH:25]=[CH:24][CH:23]=1)=[O:19].C(Cl)CCl, predict the reaction product. The product is: [CH3:1][S:2]([NH:5][CH2:6][C:7]1[CH:15]=[CH:14][C:10]([C:11]([O:13][CH2:17][C:18]([O:20][CH2:21][C:22]2[CH:27]=[CH:26][CH:25]=[CH:24][CH:23]=2)=[O:19])=[O:12])=[CH:9][CH:8]=1)(=[O:4])=[O:3]. (2) Given the reactants Br[CH:2]([CH2:22][CH2:23][CH2:24][CH2:25][CH2:26][CH3:27])[C:3](=[O:21])[O:4][C@H:5]([CH2:10][CH2:11][CH2:12][CH2:13][CH2:14][CH2:15][CH2:16][CH2:17][CH2:18][CH2:19][CH3:20])[CH2:6][C:7]([O-:9])=O.C([Mg]Cl)(C)(C)C, predict the reaction product. The product is: [CH2:22]([C:2]1[C:3](=[O:21])[O:4][C@H:5]([CH2:10][CH2:11][CH2:12][CH2:13][CH2:14][CH2:15][CH2:16][CH2:17][CH2:18][CH2:19][CH3:20])[CH2:6][C:7]=1[OH:9])[CH2:23][CH2:24][CH2:25][CH2:26][CH3:27]. (3) Given the reactants [H-].[Al+3].[Li+].[H-].[H-].[H-].[NH:7]1[C:13](=O)[C@@H:12]2[CH2:15][CH2:16][CH2:17][N:11]2[C:9](=O)[CH2:8]1.OC1C2C(=CN=CC=2)NC(=O)C=1C1NC2C=C(C)C=CC=2N=1, predict the reaction product. The product is: [N:11]12[CH2:17][CH2:16][CH2:15][C@H:12]1[CH2:13][NH:7][CH2:8][CH2:9]2.